This data is from Catalyst prediction with 721,799 reactions and 888 catalyst types from USPTO. The task is: Predict which catalyst facilitates the given reaction. (1) Product: [CH2:13]([N:15]1[CH2:20][CH2:19][CH2:18][CH:17]([CH2:21][CH2:22][CH:23]([CH3:33])[C:24]([NH:26][C:27]2[CH:28]=[CH:29][CH:30]=[CH:31][CH:32]=2)=[O:25])[CH2:16]1)[C:34]1[CH:39]=[CH:38][CH:37]=[CH:36][CH:35]=1. The catalyst class is: 322. Reactant: FC(F)(F)C(O)=O.C(O[C:13]([N:15]1[CH2:20][CH2:19][CH2:18][CH:17]([CH2:21][CH2:22][CH:23]([CH3:33])[C:24]([NH:26][C:27]2[CH:32]=[CH:31][CH:30]=[CH:29][CH:28]=2)=[O:25])[CH2:16]1)=O)(C)(C)C.[C:34]1(CC=O)[CH:39]=[CH:38][CH:37]=[CH:36][CH:35]=1.[BH-](OC(C)=O)(OC(C)=O)OC(C)=O.[Na+].C([O-])([O-])=O.[K+].[K+]. (2) Reactant: F[B-](F)(F)F.C[O+](C)C.[Cl:10][C:11]1[C:12]([CH3:27])=[C:13]([C:18]([N:20]2[CH2:25][CH2:24][NH:23][C:22](=O)[CH2:21]2)=[O:19])[CH:14]=[CH:15][C:16]=1[F:17].[S:28]1[CH:32]=[CH:31][N:30]=[C:29]1[C:33]([NH:35][NH2:36])=O.C(O)CCC. Product: [Cl:10][C:11]1[C:12]([CH3:27])=[C:13]([C:18]([N:20]2[CH2:25][CH2:24][N:23]3[C:33]([C:29]4[S:28][CH:32]=[CH:31][N:30]=4)=[N:35][N:36]=[C:22]3[CH2:21]2)=[O:19])[CH:14]=[CH:15][C:16]=1[F:17]. The catalyst class is: 4. (3) Reactant: [NH2:1][C:2]1[C:7]([N+:8]([O-:10])=[O:9])=[CH:6][CH:5]=[C:4](Cl)[N:3]=1.[C:12](=O)([O-])[O-].[K+].[K+].N1[CH2:23][CH2:22][O:21][CH2:20][CH2:19]1. Product: [N:3]1([C:4]2[CH:5]=[CH:6][C:7]([N+:8]([O-:10])=[O:9])=[C:2]([CH:12]=2)[NH2:1])[CH2:23][CH2:22][O:21][CH2:20][CH2:19]1. The catalyst class is: 644. (4) Reactant: [OH:1][C@H:2]1[CH2:6][N:5]([C:7](=[O:20])[C@@H:8]([NH:12]C(=O)OC(C)(C)C)[CH:9]([CH3:11])[CH3:10])[C@H:4]([C:21](=[O:36])[NH:22][CH2:23][C:24]2[CH:29]=[CH:28][C:27]([C:30]3[S:34][CH:33]=[N:32][C:31]=3[CH3:35])=[CH:26][CH:25]=2)[CH2:3]1.[ClH:37]. Product: [ClH:37].[NH2:12][C@@H:8]([CH:9]([CH3:11])[CH3:10])[C:7]([N:5]1[CH2:6][C@H:2]([OH:1])[CH2:3][C@H:4]1[C:21]([NH:22][CH2:23][C:24]1[CH:29]=[CH:28][C:27]([C:30]2[S:34][CH:33]=[N:32][C:31]=2[CH3:35])=[CH:26][CH:25]=1)=[O:36])=[O:20]. The catalyst class is: 523. (5) Reactant: [CH3:1][C:2]1[C:7]([C:8]([OH:10])=O)=[C:6]([CH3:11])[N:5]=[CH:4][N:3]=1.CCN=[C:15]=[N:16][CH2:17][CH2:18][CH2:19][N:20]([CH3:22])[CH3:21].[CH:23]1[CH:24]=[CH:25][C:26]2N(O)N=N[C:27]=2[CH:28]=1.[CH3:33]CN(C(C)C)C(C)C. Product: [CH2:22]([N:20]1[CH2:19][CH:18]2[CH2:17][N:16]([C:8]([C:7]3[C:2]([CH3:1])=[N:3][CH:4]=[N:5][C:6]=3[CH3:11])=[O:10])[CH2:15][CH:33]2[CH2:21]1)[C:28]1[CH:27]=[CH:26][CH:25]=[CH:24][CH:23]=1. The catalyst class is: 2. (6) Reactant: [CH3:1][C:2]1[N:7]=[C:6]([C:8]#N)[CH:5]=[C:4]([N+:10]([O-:12])=[O:11])[CH:3]=1.N([O-])=[O:14].[Na+].[OH2:17]. Product: [CH3:1][C:2]1[N:7]=[C:6]([C:8]([OH:14])=[O:17])[CH:5]=[C:4]([N+:10]([O-:12])=[O:11])[CH:3]=1. The catalyst class is: 65. (7) Reactant: Cl[CH2:2][C:3]1[N:8]=[C:7]([CH2:9][C:10]([CH3:13])([CH3:12])[CH3:11])[C:6]([C:14]2[CH:19]=[C:18]([O:20][CH3:21])[CH:17]=[CH:16][C:15]=2[F:22])=[CH:5][CH:4]=1.[OH:23][C:24]1[CH:25]=[C:26]([CH2:31][CH2:32][C:33]([O:35][CH2:36][CH3:37])=[O:34])[CH:27]=[C:28]([CH3:30])[CH:29]=1.C(=O)([O-])[O-].[Cs+].[Cs+]. Product: [CH3:11][C:10]([CH3:13])([CH3:12])[CH2:9][C:7]1[N:8]=[C:3]([CH2:2][O:23][C:24]2[CH:25]=[C:26]([CH2:31][CH2:32][C:33]([O:35][CH2:36][CH3:37])=[O:34])[CH:27]=[C:28]([CH3:30])[CH:29]=2)[CH:4]=[CH:5][C:6]=1[C:14]1[CH:19]=[C:18]([O:20][CH3:21])[CH:17]=[CH:16][C:15]=1[F:22]. The catalyst class is: 10. (8) Reactant: CCN(C(C)C)C(C)C.Cl.[NH2:11][CH2:12][C:13]([N:15]1[CH2:20][CH2:19][N:18]([C:21](=[O:32])[C:22]2[CH:27]=[CH:26][CH:25]=[CH:24][C:23]=2[C:28]([F:31])([F:30])[F:29])[CH2:17][CH2:16]1)=[O:14].C1C=CC2N(O)N=NC=2C=1.CCN=C=NCCCN(C)C.[N:54]1([C:59]2[CH:67]=[CH:66][C:62]([C:63](O)=[O:64])=[CH:61][CH:60]=2)[CH:58]=[CH:57][N:56]=[CH:55]1. Product: [N:54]1([C:59]2[CH:60]=[CH:61][C:62]([C:63]([NH:11][CH2:12][C:13](=[O:14])[N:15]3[CH2:16][CH2:17][N:18]([C:21](=[O:32])[C:22]4[CH:27]=[CH:26][CH:25]=[CH:24][C:23]=4[C:28]([F:31])([F:29])[F:30])[CH2:19][CH2:20]3)=[O:64])=[CH:66][CH:67]=2)[CH:58]=[CH:57][N:56]=[CH:55]1. The catalyst class is: 18.